From a dataset of Full USPTO retrosynthesis dataset with 1.9M reactions from patents (1976-2016). Predict the reactants needed to synthesize the given product. (1) Given the product [Br:11][C:8]1[CH:9]=[CH:10][C:5]([C:3]2[N:13]=[C:14]3[CH:19]=[CH:18][CH:17]=[C:16]([O:24][CH3:23])[N:15]3[CH:2]=2)=[C:6]([F:12])[CH:7]=1, predict the reactants needed to synthesize it. The reactants are: Br[CH2:2][C:3]([C:5]1[CH:10]=[CH:9][C:8]([Br:11])=[CH:7][C:6]=1[F:12])=O.[NH2:13][C:14]1[C:19](OC)=[CH:18][CH:17]=[CH:16][N:15]=1.C[CH2:23][OH:24]. (2) Given the product [C:28]([C:25]1([C:21]2[CH:20]=[C:19]([CH:24]=[CH:23][CH:22]=2)[C:18]([NH:17][C:13]2[CH:12]=[C:11]([CH:16]=[CH:15][CH:14]=2)[O:10][C:7]2[CH:8]=[CH:9][C:4]3[N:5]([CH:31]=[C:2]([NH:1][C:37]([C:35]4[N:34]=[CH:33][S:32][CH:36]=4)=[O:38])[N:3]=3)[N:6]=2)=[O:30])[CH2:27][CH2:26]1)#[N:29], predict the reactants needed to synthesize it. The reactants are: [NH2:1][C:2]1[N:3]=[C:4]2[CH:9]=[CH:8][C:7]([O:10][C:11]3[CH:12]=[C:13]([NH:17][C:18](=[O:30])[C:19]4[CH:24]=[CH:23][CH:22]=[C:21]([C:25]5([C:28]#[N:29])[CH2:27][CH2:26]5)[CH:20]=4)[CH:14]=[CH:15][CH:16]=3)=[N:6][N:5]2[CH:31]=1.[S:32]1[CH:36]=[C:35]([C:37](O)=[O:38])[N:34]=[CH:33]1.C(Cl)(=O)C(Cl)=O.O1CCCC1. (3) Given the product [CH2:26]([O:25][C:23](=[O:24])[C:22]([CH3:33])([CH3:21])[C:28]([C:7]1[CH:12]=[CH:11][C:10]([O:13][CH2:14][C:15]2[CH:20]=[CH:19][CH:18]=[CH:17][CH:16]=2)=[CH:9][CH:8]=1)=[O:29])[CH3:27], predict the reactants needed to synthesize it. The reactants are: C([Li])(CC)C.Br[C:7]1[CH:12]=[CH:11][C:10]([O:13][CH2:14][C:15]2[CH:20]=[CH:19][CH:18]=[CH:17][CH:16]=2)=[CH:9][CH:8]=1.[CH3:21][C:22]([CH3:33])([C:28](OCC)=[O:29])[C:23]([O:25][CH2:26][CH3:27])=[O:24]. (4) Given the product [Cl:1][C:2]1[CH:3]=[C:4]([C@@H:8]([OH:38])[CH2:9][N:10]([C@H:18]([CH3:37])[CH2:19][C:20]2[CH:21]=[CH:22][C:23]([S:26][C:40]3[CH:47]=[CH:46][CH:45]=[C:44]([O:48][CH2:49][O:50][CH3:51])[C:41]=3[CH:42]=[O:43])=[CH:24][CH:25]=2)[C:11](=[O:17])[O:12][C:13]([CH3:15])([CH3:14])[CH3:16])[CH:5]=[CH:6][CH:7]=1, predict the reactants needed to synthesize it. The reactants are: [Cl:1][C:2]1[CH:3]=[C:4]([C@@H:8]([OH:38])[CH2:9][N:10]([C@H:18]([CH3:37])[CH2:19][C:20]2[CH:25]=[CH:24][C:23]([S:26][Si](C(C)C)(C(C)C)C(C)C)=[CH:22][CH:21]=2)[C:11](=[O:17])[O:12][C:13]([CH3:16])([CH3:15])[CH3:14])[CH:5]=[CH:6][CH:7]=1.F[C:40]1[CH:47]=[CH:46][CH:45]=[C:44]([O:48][CH2:49][O:50][CH3:51])[C:41]=1[CH:42]=[O:43].[F-].[Cs+].O. (5) Given the product [CH2:40]([C:42]1[CH:43]=[N:1][C:2]2[C:3]([C:12]=1[C:14]1[CH:19]=[CH:18][CH:17]=[C:16]([O:20][C:21]3[CH:26]=[CH:25][C:24]([O:27][CH3:28])=[CH:23][CH:22]=3)[CH:15]=1)=[CH:4][CH:5]=[CH:6][C:7]=2[C:8]([F:11])([F:10])[F:9])[C:31]1[CH:32]=[CH:33][CH:34]=[CH:35][CH:30]=1, predict the reactants needed to synthesize it. The reactants are: [NH2:1][C:2]1[C:7]([C:8]([F:11])([F:10])[F:9])=[CH:6][CH:5]=[CH:4][C:3]=1[C:12]([C:14]1[CH:19]=[CH:18][CH:17]=[C:16]([O:20][C:21]2[CH:26]=[CH:25][C:24]([O:27][CH3:28])=[CH:23][CH:22]=2)[CH:15]=1)=O.F[C:30]1[C:35](C(F)(F)F)=[CH:34][CH:33]=[CH:32][C:31]=1[C:40]([C:42]1C=CC=C(OC2C=CC(OC)=CC=2)[CH:43]=1)=O. (6) Given the product [CH2:1]([O:8][C:9]1[CH:14]=[CH:13][C:12]([O:32][C:30](=[O:31])[CH3:26])=[C:11]([O:18][CH2:19][C@H:20]2[CH2:22][O:21]2)[CH:10]=1)[C:2]1[CH:3]=[CH:4][CH:5]=[CH:6][CH:7]=1, predict the reactants needed to synthesize it. The reactants are: [CH2:1]([O:8][C:9]1[CH:14]=[CH:13][C:12](C(=O)C)=[C:11]([O:18][CH2:19][C@H:20]2[CH2:22][O:21]2)[CH:10]=1)[C:2]1[CH:7]=[CH:6][CH:5]=[CH:4][CH:3]=1.ClC1C=CC=[C:26]([C:30]([O:32]O)=[O:31])C=1.C([O-])(O)=O.[Na+]. (7) Given the product [C:1]([C:5]1[CH:6]=[CH:7][C:8]([O:28][CH3:29])=[C:9]([CH:27]=1)[C:10]([NH:12][CH2:13][CH2:14][C:15]1[CH:16]=[CH:17][C:18]([O:25][CH3:26])=[C:19]([S:21]([NH:24][C:38]([NH:37][CH3:36])=[S:39])(=[O:23])=[O:22])[CH:20]=1)=[O:11])([CH3:4])([CH3:2])[CH3:3], predict the reactants needed to synthesize it. The reactants are: [C:1]([C:5]1[CH:6]=[CH:7][C:8]([O:28][CH3:29])=[C:9]([CH:27]=1)[C:10]([NH:12][CH2:13][CH2:14][C:15]1[CH:16]=[CH:17][C:18]([O:25][CH3:26])=[C:19]([S:21]([NH2:24])(=[O:23])=[O:22])[CH:20]=1)=[O:11])([CH3:4])([CH3:3])[CH3:2].C(=O)([O-])[O-].[K+].[K+].[CH3:36][N:37]=[C:38]=[S:39].Cl.